Dataset: Peptide-MHC class I binding affinity with 185,985 pairs from IEDB/IMGT. Task: Regression. Given a peptide amino acid sequence and an MHC pseudo amino acid sequence, predict their binding affinity value. This is MHC class I binding data. (1) The peptide sequence is FARERRLAL. The MHC is HLA-A23:01 with pseudo-sequence HLA-A23:01. The binding affinity (normalized) is 0.213. (2) The peptide sequence is LLQFIVFLLL. The MHC is HLA-A02:01 with pseudo-sequence HLA-A02:01. The binding affinity (normalized) is 0. (3) The peptide sequence is LTAMGMSLN. The MHC is Mamu-A01 with pseudo-sequence Mamu-A01. The binding affinity (normalized) is 0.315.